From a dataset of Experimentally validated miRNA-target interactions with 360,000+ pairs, plus equal number of negative samples. Binary Classification. Given a miRNA mature sequence and a target amino acid sequence, predict their likelihood of interaction. (1) Result: 0 (no interaction). The miRNA is hsa-miR-543 with sequence AAACAUUCGCGGUGCACUUCUU. The protein sequence of the target gene is MARFSTYIIFTSVLCQLTVTAASGTLKKVAGALDGSVTFTLNITEIKVDYVVWTFNTFFLAMVKKDGVTSQSSNKERIVFPDGLYSMKLSQLKKNDSGAYRAEIYSTSSQASLIQEYVLHVYKHLSRPKVTIDRQSNKNGTCVINLTCSTDQDGENVTYSWKAVGQGDNQFHDGATLSIAWRSGEKDQALTCMARNPVSNSFSTPVFPQKLCEDAATDLTSLRGILYILCFSAVLILFAVLLTIFHTTWIKKGKGCEEDKKRVDRHQEMPDLCPHLEENADYDTIPYTEKRRPEEDAPNT.... (2) The miRNA is hsa-miR-135a-5p with sequence UAUGGCUUUUUAUUCCUAUGUGA. The protein sequence of the target gene is MLTRLVLSAHLSSTTSPPWTHAAISWELDNVLMPSPRIWPQVTPTGRSASVRSEGNTSSLWNFSAGQDVHAIVTRTCESVLSSAVYTHGCGCVRSATNITCQSSGQQRQAARQEEENSICKAHDSREGRLGYPLSAHQPGSGGPN. Result: 0 (no interaction).